Dataset: Forward reaction prediction with 1.9M reactions from USPTO patents (1976-2016). Task: Predict the product of the given reaction. (1) Given the reactants [CH:1]([C:4]1[NH:5][C:6]([CH3:20])=[C:7]([C:9]2[C:10]([CH3:19])=[CH:11][C:12]([CH3:18])=[C:13]([CH:17]=2)[C:14]([OH:16])=O)[N:8]=1)([CH3:3])[CH3:2].Cl.[NH:22]1[CH2:25][CH:24]([C:26]2[CH:33]=[CH:32][C:29]([C:30]#[N:31])=[CH:28][CH:27]=2)[CH2:23]1.CCN=C=NCCCN(C)C.C1C=CC2N(O)N=NC=2C=1.CCN(C(C)C)C(C)C, predict the reaction product. The product is: [CH:1]([C:4]1[NH:5][C:6]([CH3:20])=[C:7]([C:9]2[C:10]([CH3:19])=[CH:11][C:12]([CH3:18])=[C:13]([CH:17]=2)[C:14]([N:22]2[CH2:25][CH:24]([C:26]3[CH:33]=[CH:32][C:29]([C:30]#[N:31])=[CH:28][CH:27]=3)[CH2:23]2)=[O:16])[N:8]=1)([CH3:2])[CH3:3]. (2) Given the reactants [NH2:1][C:2]1[N:3]=[C:4]([CH3:31])[C:5]2=[C:6]([CH2:8][C@H:9]([C:23]3[CH:28]=[CH:27][C:26]([F:29])=[CH:25][C:24]=3Br)[NH:10]/[C:11]/2=[N:12]\[O:13][C@@H:14]([CH2:20][CH2:21][OH:22])[C:15]([N:17]([CH3:19])[CH3:18])=[O:16])[N:7]=1.[CH3:32][O:33][C:34]1[N:39]=[C:38](B2OCCN(C3C=CC=CC=3)CCO2)[CH:37]=[CH:36][CH:35]=1.C([O-])([O-])=O.[Na+].[Na+], predict the reaction product. The product is: [NH2:1][C:2]1[N:3]=[C:4]([CH3:31])[C:5]2=[C:6]([CH2:8][C@H:9]([C:23]3[CH:28]=[CH:27][C:26]([F:29])=[CH:25][C:24]=3[C:38]3[CH:37]=[CH:36][CH:35]=[C:34]([O:33][CH3:32])[N:39]=3)[NH:10]/[C:11]/2=[N:12]\[O:13][C@@H:14]([CH2:20][CH2:21][OH:22])[C:15]([N:17]([CH3:19])[CH3:18])=[O:16])[N:7]=1. (3) Given the reactants [C:1]1([C:7]([OH:9])=[O:8])([C:4]([OH:6])=[O:5])[CH2:3][CH2:2]1.S(Cl)(Cl)=O.[CH2:14](O)[C:15]1[CH:20]=[CH:19][CH:18]=[CH:17][CH:16]=1.[OH-].[Na+], predict the reaction product. The product is: [CH2:14]([O:5][C:4]([C:1]1([C:7]([OH:9])=[O:8])[CH2:3][CH2:2]1)=[O:6])[C:15]1[CH:20]=[CH:19][CH:18]=[CH:17][CH:16]=1. (4) Given the reactants [CH3:1][S:2]([CH2:4][S:5][CH3:6])=[O:3].C([Li])CCC.S(OCC(C)COS(C1C=[CH:20][C:18]([CH3:19])=[CH:17]C=1)(=O)=O)(C1C=[CH:20][C:18]([CH3:19])=[CH:17]C=1)(=O)=O.O, predict the reaction product. The product is: [CH3:17][CH:18]1[CH2:20][C:4]([S:2]([CH3:1])=[O:3])([S:5][CH3:6])[CH2:19]1. (5) Given the reactants [C:1]([Si:5]([O:8][CH2:9][CH2:10][O:11][C:12]1[CH:17]=[C:16]([N+:18]([O-])=O)[C:15]([CH3:21])=[C:14]([F:22])[C:13]=1[F:23])([CH3:7])[CH3:6])([CH3:4])([CH3:3])[CH3:2], predict the reaction product. The product is: [C:1]([Si:5]([CH3:7])([CH3:6])[O:8][CH2:9][CH2:10][O:11][C:12]1[C:13]([F:23])=[C:14]([F:22])[C:15]([CH3:21])=[C:16]([NH2:18])[CH:17]=1)([CH3:4])([CH3:3])[CH3:2]. (6) Given the reactants F[P-](F)(F)(F)(F)F.N1(OC(N(C)C)=[N+](C)C)C2N=CC=CC=2N=N1.[O:25]1[CH2:30][CH2:29][CH2:28][CH2:27][CH:26]1[O:31][CH2:32][CH2:33][C:34]([OH:36])=O.C(N(C(C)C)C(C)C)C.[C:46]([C:50]1[O:54][C:53]([C:55]2[C:56]([NH2:74])=[N:57][CH:58]=[C:59]([C:61]3[N:65]([CH2:66][CH3:67])[N:64]=[C:63]([CH:68]4[CH2:73][CH2:72][NH:71][CH2:70][CH2:69]4)[N:62]=3)[N:60]=2)=[N:52][N:51]=1)([CH3:49])([CH3:48])[CH3:47], predict the reaction product. The product is: [NH2:74][C:56]1[N:57]=[CH:58][C:59]([C:61]2[N:65]([CH2:66][CH3:67])[N:64]=[C:63]([CH:68]3[CH2:69][CH2:70][N:71]([C:34](=[O:36])[CH2:33][CH2:32][O:31][CH:26]4[CH2:27][CH2:28][CH2:29][CH2:30][O:25]4)[CH2:72][CH2:73]3)[N:62]=2)=[N:60][C:55]=1[C:53]1[O:54][C:50]([C:46]([CH3:47])([CH3:48])[CH3:49])=[N:51][N:52]=1. (7) Given the reactants C([O:3][C:4](=[O:22])[CH:5](NC1C=NC=C(F)C=1)[NH:6][C:7]1[CH:8]=[N:9][CH:10]=[C:11]([F:13])[CH:12]=1)C.[OH-].[Na+], predict the reaction product. The product is: [F:13][C:11]1[CH:12]=[C:7]([NH:6][CH2:5][C:4]([OH:22])=[O:3])[CH:8]=[N:9][CH:10]=1.